The task is: Predict the reaction yield, written as a fraction of the theoretical maximum amount of product (1.0 means a 100% yield; for example, 0.34 means a 34% yield).. This data is from Reaction yield outcomes from USPTO patents with 853,638 reactions. (1) The reactants are F[C:2]1([O:9][C:10]#[C:11][CH3:12])[CH:7]=[C:6]([F:8])[CH:5]=[CH:4][CH2:3]1.[F:13]C1C=C(O)C=C(F)C=1. No catalyst specified. The product is [F:8][C:6]1[CH:7]=[C:2]([O:9][CH2:10][C:11]#[CH:12])[CH:3]=[C:4]([F:13])[CH:5]=1. The yield is 0.670. (2) The reactants are C[O:2][C:3](=[O:27])[CH2:4][C:5]1[S:9][C:8]([NH:10][C:11](=[O:20])[C:12]2[CH:17]=[C:16]([Br:18])[CH:15]=[CH:14][C:13]=2[OH:19])=[N:7][C:6]=1[C:21]1[CH:26]=[CH:25][CH:24]=[CH:23][CH:22]=1.[OH-].[Na+].Cl. The catalyst is CO. The product is [Br:18][C:16]1[CH:15]=[CH:14][C:13]([OH:19])=[C:12]([CH:17]=1)[C:11]([NH:10][C:8]1[S:9][C:5]([CH2:4][C:3]([OH:27])=[O:2])=[C:6]([C:21]2[CH:26]=[CH:25][CH:24]=[CH:23][CH:22]=2)[N:7]=1)=[O:20]. The yield is 0.773.